From a dataset of Forward reaction prediction with 1.9M reactions from USPTO patents (1976-2016). Predict the product of the given reaction. Given the reactants [CH3:1][O:2][C:3]1[CH:4]=[C:5]2[C:10](=[CH:11][C:12]=1[O:13][CH3:14])[N:9]=[CH:8][CH:7]=[C:6]2[O:15][C:16]1[CH:22]=[CH:21][C:19]([NH2:20])=[C:18]([CH3:23])[C:17]=1[CH3:24].C1(C)C=CC=CC=1.C(N(CC)CC)C.Cl[C:40](Cl)([O:42][C:43](=[O:49])OC(Cl)(Cl)Cl)Cl.[CH3:51][C:52]1[CH:57]=[CH:56][C:55]([CH3:58])=[CH:54][C:53]=1[S:59][CH:60](C)[CH2:61]O, predict the reaction product. The product is: [CH3:1][O:2][C:3]1[CH:4]=[C:5]2[C:10](=[CH:11][C:12]=1[O:13][CH3:14])[N:9]=[CH:8][CH:7]=[C:6]2[O:15][C:16]1[CH:22]=[CH:21][C:19]([NH:20][C:43](=[O:49])[O:42][CH2:40][CH2:61][CH2:60][S:59][C:53]2[CH:54]=[C:55]([CH3:58])[CH:56]=[CH:57][C:52]=2[CH3:51])=[C:18]([CH3:23])[C:17]=1[CH3:24].